This data is from Forward reaction prediction with 1.9M reactions from USPTO patents (1976-2016). The task is: Predict the product of the given reaction. (1) Given the reactants [C:1]([O:6][CH2:7][CH2:8][CH2:9][P:10](=[O:17])([O:14]CC)[O:11]CC)(=[O:5])[C:2]([CH3:4])=[CH2:3].[CH3:18][Si:19](Br)([CH3:21])[CH3:20], predict the reaction product. The product is: [C:1]([O:6][CH2:7][CH2:8][CH2:9][P:10](=[O:17])([O:14][Si:19]([CH3:21])([CH3:20])[CH3:18])[O:11][Si:19]([CH3:21])([CH3:20])[CH3:18])(=[O:5])[C:2]([CH3:4])=[CH2:3]. (2) Given the reactants [O:1]=[C:2]1[CH2:11][CH2:10][C:9]2[C:4](=[CH:5][C:6]([CH2:12][CH2:13]C(O)=O)=[CH:7][CH:8]=2)[NH:3]1.C1C=CC(P(N=[N+]=[N-])(C2C=CC=CC=2)=[O:24])=CC=1.C([N:36]([CH2:39]C)CC)C.[C:41]([OH:45])([CH3:44])([CH3:43])[CH3:42], predict the reaction product. The product is: [O:1]=[C:2]1[CH2:11][CH2:10][C:9]2[C:4](=[CH:5][C:6]([CH2:12][CH2:13][NH:36][C:39](=[O:24])[O:45][C:41]([CH3:44])([CH3:43])[CH3:42])=[CH:7][CH:8]=2)[NH:3]1. (3) Given the reactants [O:1]=[C:2]=[N:3][S:4]([Cl:7])(=[O:6])=[O:5].[CH3:8][C:9]([OH:12])([CH3:11])[CH3:10].CCCCCC, predict the reaction product. The product is: [Cl:7][S:4]([NH:3][C:2](=[O:1])[O:12][C:9]([CH3:11])([CH3:10])[CH3:8])(=[O:6])=[O:5]. (4) Given the reactants C(OC(=O)[NH:7][C@H:8]1[CH2:13][CH2:12][CH2:11][N:10]([C:14]2[N:22]([CH2:23][C:24]#[C:25][CH3:26])[C:21]3[C:20](=[O:27])[N:19]([CH3:28])[C:18](=[O:29])[N:17]([CH3:30])[C:16]=3[C:15]=2[C:31]#[N:32])[CH2:9]1)(C)(C)C.C(O)(C(F)(F)F)=O, predict the reaction product. The product is: [NH2:7][C@H:8]1[CH2:13][CH2:12][CH2:11][N:10]([C:14]2[N:22]([CH2:23][C:24]#[C:25][CH3:26])[C:21]3[C:20](=[O:27])[N:19]([CH3:28])[C:18](=[O:29])[N:17]([CH3:30])[C:16]=3[C:15]=2[C:31]#[N:32])[CH2:9]1. (5) Given the reactants [CH3:1][CH:2]([NH:9][CH:10]1[CH2:15][CH2:14][N:13]([CH3:16])[CH2:12][CH2:11]1)[C:3]1[CH:8]=[CH:7][CH:6]=[CH:5][CH:4]=1.[CH3:17][O:18][C:19]1[CH:24]=[CH:23][C:22]([CH2:25][C:26](Cl)=[O:27])=[CH:21][CH:20]=1, predict the reaction product. The product is: [CH3:17][O:18][C:19]1[CH:24]=[CH:23][C:22]([CH2:25][C:26]([N:9]([CH:2]([CH3:1])[C:3]2[CH:8]=[CH:7][CH:6]=[CH:5][CH:4]=2)[CH:10]2[CH2:15][CH2:14][N:13]([CH3:16])[CH2:12][CH2:11]2)=[O:27])=[CH:21][CH:20]=1.